This data is from Full USPTO retrosynthesis dataset with 1.9M reactions from patents (1976-2016). The task is: Predict the reactants needed to synthesize the given product. (1) The reactants are: [CH3:1][C@H:2]1[CH2:33][C:32]([CH3:34])=[CH:31][C@@H:30]([CH2:35][CH:36]=[CH2:37])[C:28](=[O:29])[CH2:27][C@H:26]([OH:38])[C@@H:25]([CH3:39])[C@@H:24](/[C:40](/[CH3:51])=[CH:41]/[C@H:42]2[CH2:47][C@@H:46]([O:48][CH3:49])[C@H:45]([OH:50])[CH2:44][CH2:43]2)[O:23][C:21](=[O:22])[C@H:20]2[N:15]([CH2:16][CH2:17][CH2:18][CH2:19]2)[C:13](=[O:14])[C:11](=[O:12])[C@:9]2([OH:52])[O:10][C@@H:5]([C@@H:6]([O:54][CH3:55])[CH2:7][C@H:8]2[CH3:53])[C@@H:4]([O:56][CH3:57])[CH2:3]1.C(OC(=O)C)(=O)C.[CH3:65][S:66]([CH3:68])=O. Given the product [CH2:35]([CH:30]1[CH:31]=[C:32]([CH3:34])[CH2:33][CH:2]([CH3:1])[CH2:3][CH:4]([O:56][CH3:57])[CH:5]2[O:10][C:9]([OH:52])([CH:8]([CH3:53])[CH2:7][CH:6]2[O:54][CH3:55])[C:11](=[O:12])[C:13](=[O:14])[N:15]2[CH:20]([CH2:19][CH2:18][CH2:17][CH2:16]2)[C:21](=[O:22])[O:23][CH:24]([C:40]([CH3:51])=[CH:41][CH:42]2[CH2:43][CH2:44][CH:45]([O:50][CH2:65][S:66][CH3:68])[CH:46]([O:48][CH3:49])[CH2:47]2)[CH:25]([CH3:39])[C:26]([OH:38])=[CH:27][C:28]1=[O:29])[CH:36]=[CH2:37].[CH2:35]([CH:30]1[CH:31]=[C:32]([CH3:34])[CH2:33][CH:2]([CH3:1])[CH2:3][CH:4]([O:56][CH3:57])[CH:5]2[O:10][C:9]([OH:52])([CH:8]([CH3:53])[CH2:7][CH:6]2[O:54][CH3:55])[C:11](=[O:12])[C:13](=[O:14])[N:15]2[CH:20]([CH2:19][CH2:18][CH2:17][CH2:16]2)[C:21](=[O:22])[O:23][CH:24]([C:40]([CH3:51])=[CH:41][CH:42]2[CH2:43][CH2:44][CH:45]([OH:50])[CH:46]([O:48][CH3:49])[CH2:47]2)[CH:25]([CH3:39])[CH:26]=[CH:27][C:28]1=[O:29])[CH:36]=[CH2:37].[CH2:35]([CH:30]1[CH:31]=[C:32]([CH3:34])[CH2:33][CH:2]([CH3:1])[CH2:3][CH:4]([O:56][CH3:57])[CH:5]2[O:10][C:9]([OH:52])([CH:8]([CH3:53])[CH2:7][CH:6]2[O:54][CH3:55])[C:11](=[O:12])[C:13](=[O:14])[N:15]2[CH:20]([CH2:19][CH2:18][CH2:17][CH2:16]2)[C:21](=[O:22])[O:23][CH:24]([C:40]([CH3:51])=[CH:41][CH:42]2[CH2:43][CH2:44][CH:45]([O:50][CH2:65][S:66][CH3:68])[CH:46]([O:48][CH3:49])[CH2:47]2)[CH:25]([CH3:39])[CH:26]([OH:38])[CH2:27][C:28]1=[O:29])[CH:36]=[CH2:37], predict the reactants needed to synthesize it. (2) Given the product [CH3:2][O:3][C:4]([CH:6]1[CH2:11][CH2:10][CH:9]([NH:12][CH2:19][C:20]2[CH:25]=[CH:24][CH:23]=[CH:22][CH:21]=2)[CH2:8][CH2:7]1)=[O:5], predict the reactants needed to synthesize it. The reactants are: Cl.[CH3:2][O:3][C:4]([C@H:6]1[CH2:11][CH2:10][C@H:9]([NH2:12])[CH2:8][CH2:7]1)=[O:5].[O-]S([O-])(=O)=O.[Mg+2].[CH:19](=O)[C:20]1[CH:25]=[CH:24][CH:23]=[CH:22][CH:21]=1.[BH4-].[Na+]. (3) The reactants are: [CH3:1][C:2]([C:8]1[CH:13]=[CH:12][C:11]([N+:14]([O-:16])=[O:15])=[CH:10][CH:9]=1)([CH3:7])[CH2:3][C:4]([NH2:6])=[O:5].[Br:17]Br.S([O-])([O-])=O.[Na+].[Na+]. Given the product [Br:17][C:9]1[CH:10]=[C:11]([N+:14]([O-:16])=[O:15])[CH:12]=[CH:13][C:8]=1[C:2]([CH3:1])([CH3:7])[CH2:3][C:4]([NH2:6])=[O:5], predict the reactants needed to synthesize it. (4) Given the product [CH2:24]([O:23][C:20]1[CH:19]=[CH:18][C:17]2[O:16][C:15]3[C:10](=[CH:11][C:12]([C:29]4[CH:30]=[N:31][CH:32]=[N:33][CH:34]=4)=[CH:13][CH:14]=3)[C@@:9]3([CH2:8][S:7][C:6]([NH2:5])=[N:35]3)[C:22]=2[CH:21]=1)[C:25]([CH3:28])([CH3:27])[CH3:26], predict the reactants needed to synthesize it. The reactants are: C([NH:5][C:6]1[S:7][CH2:8][C:9]2([N:35]=1)[C:22]1[CH:21]=[C:20]([O:23][CH2:24][C:25]([CH3:28])([CH3:27])[CH3:26])[CH:19]=[CH:18][C:17]=1[O:16][C:15]1[C:10]2=[CH:11][C:12]([C:29]2[CH:30]=[N:31][CH:32]=[N:33][CH:34]=2)=[CH:13][CH:14]=1)(C)(C)C.Br. (5) Given the product [Br-:21].[C:35]1([P+:28]([C:22]2[CH:23]=[CH:24][CH:25]=[CH:26][CH:27]=2)([C:29]2[CH:34]=[CH:33][CH:32]=[CH:31][CH:30]=2)[CH2:19][C:14]2[CH:15]=[CH:16][CH:17]=[CH:18][C:13]=2[O:12][CH2:11][CH2:10][CH2:9][CH2:8][CH2:7][C:1]2[CH:6]=[CH:5][CH:4]=[CH:3][CH:2]=2)[CH:36]=[CH:37][CH:38]=[CH:39][CH:40]=1, predict the reactants needed to synthesize it. The reactants are: [C:1]1([CH2:7][CH2:8][CH2:9][CH2:10][CH2:11][O:12][C:13]2[CH:18]=[CH:17][CH:16]=[CH:15][C:14]=2[CH2:19]O)[CH:6]=[CH:5][CH:4]=[CH:3][CH:2]=1.[BrH:21].[C:22]1([PH+:28]([C:35]2[CH:40]=[CH:39][CH:38]=[CH:37][CH:36]=2)[C:29]2[CH:34]=[CH:33][CH:32]=[CH:31][CH:30]=2)[CH:27]=[CH:26][CH:25]=[CH:24][CH:23]=1. (6) Given the product [CH3:10][O:11][C:12]1[CH:19]=[CH:18][C:15]([CH2:16][N:1]([CH2:16][C:15]2[CH:18]=[CH:19][C:12]([O:7][CH3:4])=[CH:13][CH:14]=2)[C:2]#[N:3])=[CH:14][CH:13]=1, predict the reactants needed to synthesize it. The reactants are: [N:1]#[C:2][NH2:3].[C:4]([O-:7])([O-])=O.[K+].[K+].[CH3:10][O:11][C:12]1[CH:19]=[CH:18][C:15]([CH2:16]Cl)=[CH:14][CH:13]=1.O. (7) The reactants are: C([Si](C1C=CC=CC=1)(C1C=CC=CC=1)[O:6][CH:7]1[CH2:12][CH2:11][CH:10]([CH:13]2[CH2:17][CH2:16][N:15]([CH2:18][C:19]3[C:24]([Cl:25])=[CH:23][C:22]([C:26]4[CH:31]=[CH:30][C:29]([C:32]([N:34]5[CH2:39][CH2:38][CH:37]([C:40]([F:43])([F:42])[F:41])[CH2:36][CH2:35]5)=[O:33])=[CH:28][CH:27]=4)=[CH:21][C:20]=3[Cl:44])[C:14]2=[O:45])[CH2:9][CH2:8]1)(C)(C)C.C1COCC1.O.C(O)(C(F)(F)F)=O. Given the product [Cl:44][C:20]1[CH:21]=[C:22]([C:26]2[CH:31]=[CH:30][C:29]([C:32]([N:34]3[CH2:35][CH2:36][CH:37]([C:40]([F:42])([F:41])[F:43])[CH2:38][CH2:39]3)=[O:33])=[CH:28][CH:27]=2)[CH:23]=[C:24]([Cl:25])[C:19]=1[CH2:18][N:15]1[CH2:16][CH2:17][CH:13]([CH:10]2[CH2:11][CH2:12][CH:7]([OH:6])[CH2:8][CH2:9]2)[C:14]1=[O:45], predict the reactants needed to synthesize it. (8) Given the product [CH3:1][O:2][C:3]1[CH:4]=[C:5]([C:11]#[C:12][C:13]2[N:21]([CH3:29])[C:20]3[C:19](=[O:22])[N:18]([CH2:23][C:24]#[CH:25])[C:17](=[O:26])[N:16]([CH2:27][CH3:28])[C:15]=3[N:14]=2)[CH:6]=[CH:7][C:8]=1[O:9][CH3:10], predict the reactants needed to synthesize it. The reactants are: [CH3:1][O:2][C:3]1[CH:4]=[C:5]([C:11]#[C:12][C:13]2[NH:21][C:20]3[C:19](=[O:22])[N:18]([CH2:23][C:24]#[CH:25])[C:17](=[O:26])[N:16]([CH2:27][CH3:28])[C:15]=3[N:14]=2)[CH:6]=[CH:7][C:8]=1[O:9][CH3:10].[C:29](=O)([O-])[O-].[K+].[K+].CI.ClCCl.CO.